This data is from Forward reaction prediction with 1.9M reactions from USPTO patents (1976-2016). The task is: Predict the product of the given reaction. (1) Given the reactants [Br:1][CH2:2][CH2:3][CH2:4][CH2:5][CH2:6][CH2:7][CH2:8][C:9]([OH:11])=[O:10].[CH2:12](O)[C:13]1[CH:18]=[CH:17][CH:16]=[CH:15][CH:14]=1.C1(N=C=NC2CCCCC2)CCCCC1, predict the reaction product. The product is: [CH2:12]([O:10][C:9](=[O:11])[CH2:8][CH2:7][CH2:6][CH2:5][CH2:4][CH2:3][CH2:2][Br:1])[C:13]1[CH:18]=[CH:17][CH:16]=[CH:15][CH:14]=1. (2) Given the reactants [N-:1]=[N+:2]=[N-:3].[Na+].Br[CH:6]([C:21]1[CH:26]=[CH:25][C:24]([C:27]([N:29]2[CH2:34][CH2:33][O:32][CH2:31][CH2:30]2)=[O:28])=[CH:23][CH:22]=1)[C:7]([C@@H:9]1[CH2:14][CH2:13][C:12]([F:16])([F:15])[CH2:11][C@H:10]1[C:17]([O:19][CH3:20])=[O:18])=[O:8], predict the reaction product. The product is: [N:1]([CH:6]([C:21]1[CH:22]=[CH:23][C:24]([C:27]([N:29]2[CH2:34][CH2:33][O:32][CH2:31][CH2:30]2)=[O:28])=[CH:25][CH:26]=1)[C:7]([C@@H:9]1[CH2:14][CH2:13][C:12]([F:16])([F:15])[CH2:11][C@H:10]1[C:17]([O:19][CH3:20])=[O:18])=[O:8])=[N+:2]=[N-:3]. (3) Given the reactants [Cl:1][C:2]1[N:7]=[CH:6][N:5]=[C:4]([NH2:8])[CH:3]=1.[H-].[Na+].Cl[C:12]1[S:13][C:14]([C:17]#[N:18])=[CH:15][N:16]=1, predict the reaction product. The product is: [Cl:1][C:2]1[N:7]=[CH:6][N:5]=[C:4]([NH:8][C:12]2[S:13][C:14]([C:17]#[N:18])=[CH:15][N:16]=2)[CH:3]=1. (4) The product is: [CH2:11]([NH:10][C:8]([C:7]1[CH:6]=[CH:5][C:4]([N:1]2[C:15]([OH:21])=[C:16]([C:17]([O:19][CH3:20])=[O:18])[N:3]=[N:2]2)=[CH:14][CH:13]=1)=[O:9])[CH3:12]. Given the reactants [N:1]([C:4]1[CH:14]=[CH:13][C:7]([C:8]([NH:10][CH2:11][CH3:12])=[O:9])=[CH:6][CH:5]=1)=[N+:2]=[N-:3].[C:15](OC)(=[O:21])[CH2:16][C:17]([O:19][CH3:20])=[O:18].C[O-].[Na+], predict the reaction product. (5) Given the reactants [C:1]([O:5][C:6]([NH:8][C@@H:9]([CH2:13][CH2:14][CH2:15][CH3:16])[C:10]([OH:12])=O)=[O:7])([CH3:4])([CH3:3])[CH3:2].[C:17]1([P:23](=[CH:36][C:37]#[N:38])([C:30]2[CH:35]=[CH:34][CH:33]=[CH:32][CH:31]=2)[C:24]2[CH:29]=[CH:28][CH:27]=[CH:26][CH:25]=2)[CH:22]=[CH:21][CH:20]=[CH:19][CH:18]=1, predict the reaction product. The product is: [C:37]([C:36](=[P:23]([C:24]1[CH:29]=[CH:28][CH:27]=[CH:26][CH:25]=1)([C:17]1[CH:18]=[CH:19][CH:20]=[CH:21][CH:22]=1)[C:30]1[CH:35]=[CH:34][CH:33]=[CH:32][CH:31]=1)[C:10]([C@@H:9]([NH:8][C:6](=[O:7])[O:5][C:1]([CH3:2])([CH3:3])[CH3:4])[CH2:13][CH2:14][CH2:15][CH3:16])=[O:12])#[N:38]. (6) Given the reactants [C:1]([C:5]1[O:6][C:7](=O)[C:8]2[CH:14]=[C:13]([I:15])[CH:12]=[CH:11][C:9]=2[N:10]=1)([CH3:4])([CH3:3])[CH3:2].[NH3:17], predict the reaction product. The product is: [C:1]([C:5]1[NH:17][C:7](=[O:6])[C:8]2[C:9](=[CH:11][CH:12]=[C:13]([I:15])[CH:14]=2)[N:10]=1)([CH3:4])([CH3:3])[CH3:2]. (7) Given the reactants Cl[C:2]1[N:7]=[C:6]([Cl:8])[N:5]=[CH:4][N:3]=1.C(N(CC)C(C)C)(C)C.Cl.[F:19][C:20]1([C:26]([O:28][CH2:29][CH3:30])=[O:27])[CH2:25][CH2:24][NH:23][CH2:22][CH2:21]1, predict the reaction product. The product is: [Cl:8][C:6]1[N:5]=[CH:4][N:3]=[C:2]([N:23]2[CH2:22][CH2:21][C:20]([F:19])([C:26]([O:28][CH2:29][CH3:30])=[O:27])[CH2:25][CH2:24]2)[N:7]=1. (8) Given the reactants I.[Br:2][C:3]1[CH:4]=[C:5]2[C:10]([NH:11][C@H:12]3[C@:16]([F:18])([CH3:17])[CH2:15][NH:14][CH2:13]3)=[C:9]([C:19]([NH2:21])=[O:20])[CH:8]=[N:7][N:6]2[CH:22]=1.[C:23]([C:25]1([C:28](O)=[O:29])[CH2:27][CH2:26]1)#[N:24].CCN(C(C)C)C(C)C.F[P-](F)(F)(F)(F)F.N1(O[P+](N(C)C)(N(C)C)N(C)C)C2C=CC=CC=2N=N1, predict the reaction product. The product is: [Br:2][C:3]1[CH:4]=[C:5]2[C:10]([NH:11][C@H:12]3[C@:16]([F:18])([CH3:17])[CH2:15][N:14]([C:28]([C:25]4([C:23]#[N:24])[CH2:27][CH2:26]4)=[O:29])[CH2:13]3)=[C:9]([C:19]([NH2:21])=[O:20])[CH:8]=[N:7][N:6]2[CH:22]=1.